The task is: Regression/Classification. Given a drug SMILES string, predict its toxicity properties. Task type varies by dataset: regression for continuous values (e.g., LD50, hERG inhibition percentage) or binary classification for toxic/non-toxic outcomes (e.g., AMES mutagenicity, cardiotoxicity, hepatotoxicity). Dataset: herg_karim.. This data is from hERG potassium channel inhibition data for cardiac toxicity prediction from Karim et al.. (1) The compound is CCCCc1oc2ccccc2c1C(=O)c1cc(I)c(OCCN(C(C)C)C(C)C)c(I)c1. The result is 1 (blocker). (2) The compound is COc1cccc(-c2cccc(C3(C)N=C(C)C(N)=N3)c2)c1. The result is 0 (non-blocker). (3) The drug is CC(C)(O)c1ccc(C(Cc2cc[n+]([O-])cc2)c2ccc(OC(F)F)c(OC3CCC3)c2)cc1. The result is 0 (non-blocker). (4) The compound is CC(C)N(Cc1ccc(Cl)c(Cl)c1)CC1CNC1.Cl. The result is 1 (blocker). (5) The compound is COc1ccc(-n2nc(C(C)=O)s/c2=N\c2nc(-c3ccccc3)cc(-c3ccccc3)c2C#N)cc1. The result is 0 (non-blocker). (6) The molecule is COc1cc(N)c(Cl)cc1C(=O)NC1CCN(Cc2ccccc2)CC1. The result is 1 (blocker).